This data is from NCI-60 drug combinations with 297,098 pairs across 59 cell lines. The task is: Regression. Given two drug SMILES strings and cell line genomic features, predict the synergy score measuring deviation from expected non-interaction effect. (1) Cell line: HT29. Synergy scores: CSS=1.54, Synergy_ZIP=0.940, Synergy_Bliss=0.751, Synergy_Loewe=-5.20, Synergy_HSA=-3.01. Drug 1: CS(=O)(=O)CCNCC1=CC=C(O1)C2=CC3=C(C=C2)N=CN=C3NC4=CC(=C(C=C4)OCC5=CC(=CC=C5)F)Cl. Drug 2: C1CNP(=O)(OC1)N(CCCl)CCCl. (2) Cell line: NCI-H522. Drug 2: C(CN)CNCCSP(=O)(O)O. Drug 1: C1=C(C(=O)NC(=O)N1)F. Synergy scores: CSS=7.68, Synergy_ZIP=-2.71, Synergy_Bliss=0.479, Synergy_Loewe=-4.66, Synergy_HSA=-2.15. (3) Drug 2: C1CCC(C1)C(CC#N)N2C=C(C=N2)C3=C4C=CNC4=NC=N3. Cell line: TK-10. Drug 1: C1CCN(CC1)CCOC2=CC=C(C=C2)C(=O)C3=C(SC4=C3C=CC(=C4)O)C5=CC=C(C=C5)O. Synergy scores: CSS=7.28, Synergy_ZIP=-1.60, Synergy_Bliss=2.70, Synergy_Loewe=0.775, Synergy_HSA=0.869. (4) Drug 1: C1=C(C(=O)NC(=O)N1)F. Drug 2: CC1=C(C(=CC=C1)Cl)NC(=O)C2=CN=C(S2)NC3=CC(=NC(=N3)C)N4CCN(CC4)CCO. Cell line: NCI/ADR-RES. Synergy scores: CSS=21.8, Synergy_ZIP=1.76, Synergy_Bliss=2.59, Synergy_Loewe=0.772, Synergy_HSA=1.67. (5) Drug 1: C1CN(P(=O)(OC1)NCCCl)CCCl. Drug 2: CCC1(C2=C(COC1=O)C(=O)N3CC4=CC5=C(C=CC(=C5CN(C)C)O)N=C4C3=C2)O.Cl. Cell line: RXF 393. Synergy scores: CSS=8.10, Synergy_ZIP=-4.35, Synergy_Bliss=-5.15, Synergy_Loewe=-27.2, Synergy_HSA=-4.24. (6) Drug 1: CC1=C(C=C(C=C1)NC2=NC=CC(=N2)N(C)C3=CC4=NN(C(=C4C=C3)C)C)S(=O)(=O)N.Cl. Drug 2: CC=C1C(=O)NC(C(=O)OC2CC(=O)NC(C(=O)NC(CSSCCC=C2)C(=O)N1)C(C)C)C(C)C. Cell line: SK-MEL-2. Synergy scores: CSS=62.7, Synergy_ZIP=-3.06, Synergy_Bliss=-9.14, Synergy_Loewe=-71.2, Synergy_HSA=-11.3. (7) Drug 1: CC1OCC2C(O1)C(C(C(O2)OC3C4COC(=O)C4C(C5=CC6=C(C=C35)OCO6)C7=CC(=C(C(=C7)OC)O)OC)O)O. Drug 2: C1C(C(OC1N2C=NC3=C(N=C(N=C32)Cl)N)CO)O. Cell line: MOLT-4. Synergy scores: CSS=70.0, Synergy_ZIP=-2.48, Synergy_Bliss=-4.60, Synergy_Loewe=-6.49, Synergy_HSA=-2.35. (8) Drug 1: CC1=CC2C(CCC3(C2CCC3(C(=O)C)OC(=O)C)C)C4(C1=CC(=O)CC4)C. Drug 2: CCCCC(=O)OCC(=O)C1(CC(C2=C(C1)C(=C3C(=C2O)C(=O)C4=C(C3=O)C=CC=C4OC)O)OC5CC(C(C(O5)C)O)NC(=O)C(F)(F)F)O. Cell line: SNB-19. Synergy scores: CSS=-6.65, Synergy_ZIP=2.45, Synergy_Bliss=-2.43, Synergy_Loewe=-14.5, Synergy_HSA=-10.4.